From a dataset of Peptide-MHC class I binding affinity with 185,985 pairs from IEDB/IMGT. Regression. Given a peptide amino acid sequence and an MHC pseudo amino acid sequence, predict their binding affinity value. This is MHC class I binding data. (1) The peptide sequence is VSPLAVTWW. The MHC is HLA-B35:01 with pseudo-sequence HLA-B35:01. The binding affinity (normalized) is 0.0847. (2) The binding affinity (normalized) is 0.0847. The MHC is HLA-B08:01 with pseudo-sequence HLA-B08:01. The peptide sequence is FGGVPREVL. (3) The peptide sequence is PYFGPAAEG. The MHC is HLA-A24:02 with pseudo-sequence HLA-A24:02. The binding affinity (normalized) is 0.125. (4) The peptide sequence is GDAYFSIPL. The MHC is Mamu-B1001 with pseudo-sequence Mamu-B1001. The binding affinity (normalized) is 0.450. (5) The peptide sequence is LLKDLMPFV. The MHC is HLA-A69:01 with pseudo-sequence HLA-A69:01. The binding affinity (normalized) is 0.529. (6) The peptide sequence is IIDAKNDDWK. The MHC is HLA-A33:01 with pseudo-sequence HLA-A33:01. The binding affinity (normalized) is 0. (7) The binding affinity (normalized) is 0.0847. The peptide sequence is AVFPRYHPR. The MHC is HLA-A69:01 with pseudo-sequence HLA-A69:01. (8) The peptide sequence is YVRTNGASY. The MHC is HLA-C15:02 with pseudo-sequence HLA-C15:02. The binding affinity (normalized) is 0.0847.